This data is from Catalyst prediction with 721,799 reactions and 888 catalyst types from USPTO. The task is: Predict which catalyst facilitates the given reaction. (1) Reactant: [C:1]([C:3]1[CH:16]=[CH:15][C:6]([CH2:7][N:8]2[C:12]([CH2:13][OH:14])=[CH:11][N:10]=[CH:9]2)=[CH:5][CH:4]=1)#[N:2].C(N(CC)CC)C.CCOC(C)=O. Product: [C:1]([C:3]1[CH:16]=[CH:15][C:6]([CH2:7][N:8]2[C:12]([CH:13]=[O:14])=[CH:11][N:10]=[CH:9]2)=[CH:5][CH:4]=1)#[N:2]. The catalyst class is: 16. (2) Reactant: Cl.[C:2]([O:6][C:7](=[O:11])[CH2:8][CH2:9][NH2:10])([CH3:5])([CH3:4])[CH3:3].[H-].[Na+].Br[CH2:15][C:16]1[CH:17]=[CH:18][C:19]([C:23](=[O:25])[CH3:24])=[N:20][C:21]=1[Cl:22]. Product: [C:2]([O:6][C:7](=[O:11])[CH2:8][CH2:9][NH:10][CH2:15][C:16]1[C:21]([Cl:22])=[N:20][C:19]([C:23](=[O:25])[CH3:24])=[CH:18][CH:17]=1)([CH3:5])([CH3:4])[CH3:3]. The catalyst class is: 3. (3) The catalyst class is: 7. Product: [Br:1][C:2]1[N:3]([CH2:15][C:16]([O:18][C:19]([CH3:22])([CH3:21])[CH3:20])=[O:17])[C:4](=[O:13])[C:5]([NH:8][CH:9]2[CH2:12][CH2:11][CH2:10]2)=[N:6][CH:7]=1. Reactant: [Br:1][C:2]1[N:3]=[C:4]([OH:13])[C:5]([NH:8][CH:9]2[CH2:12][CH2:11][CH2:10]2)=[N:6][CH:7]=1.Br[CH2:15][C:16]([O:18][C:19]([CH3:22])([CH3:21])[CH3:20])=[O:17]. (4) Reactant: [F:1][C:2]1[CH:7]=[CH:6][C:5]([OH:8])=[CH:4][CH:3]=1.C(=O)([O-])[O-].[K+].[K+].F[C:16]1[CH:23]=[CH:22][C:19]([CH:20]=[O:21])=[CH:18][CH:17]=1. Product: [F:1][C:2]1[CH:7]=[CH:6][C:5]([O:8][C:16]2[CH:23]=[CH:22][C:19]([CH:20]=[O:21])=[CH:18][CH:17]=2)=[CH:4][CH:3]=1. The catalyst class is: 215. (5) Reactant: [CH2:1]([O:3][C:4]1[CH:5]=[C:6]([CH:12]([N:17]2[C:21](=[O:22])[C:20]3=[C:23]([N+:27]([O-:29])=[O:28])[CH:24]=[CH:25][CH:26]=[C:19]3[C:18]2=[O:30])[CH2:13][C:14](O)=[O:15])[CH:7]=[CH:8][C:9]=1[O:10][CH3:11])[CH3:2].Cl.[CH2:32]([O:39][NH2:40])[C:33]1[CH:38]=[CH:37][CH:36]=[CH:35][CH:34]=1. Product: [CH2:32]([O:39][NH:40][C:14](=[O:15])[CH2:13][CH:12]([C:6]1[CH:7]=[CH:8][C:9]([O:10][CH3:11])=[C:4]([O:3][CH2:1][CH3:2])[CH:5]=1)[N:17]1[C:21](=[O:22])[C:20]2=[C:23]([N+:27]([O-:29])=[O:28])[CH:24]=[CH:25][CH:26]=[C:19]2[C:18]1=[O:30])[C:33]1[CH:38]=[CH:37][CH:36]=[CH:35][CH:34]=1. The catalyst class is: 7.